This data is from Reaction yield outcomes from USPTO patents with 853,638 reactions. The task is: Predict the reaction yield, written as a fraction of the theoretical maximum amount of product (1.0 means a 100% yield; for example, 0.34 means a 34% yield). (1) The reactants are [Cl:1][C:2]1[CH:3]=[C:4]([CH:8]=[CH:9][C:10]=1[O:11][C:12]1[CH:17]=[CH:16][CH:15]=[C:14]([C:18]2[CH:23]=[CH:22][N:21]=[N:20][CH:19]=2)[C:13]=1[C:24]#[N:25])[C:5]([OH:7])=[O:6].[CH3:26][C:27]1([CH3:36])[CH2:32][CH:31](O)[CH2:30][C:29]([CH3:35])([CH3:34])[NH:28]1.C(=NC1CCCCC1)=NC1CCCCC1. The catalyst is ClCCl.CN(C1C=CN=CC=1)C.C(=O)(O)[O-].[Na+]. The product is [Cl:1][C:2]1[CH:3]=[C:4]([CH:8]=[CH:9][C:10]=1[O:11][C:12]1[CH:17]=[CH:16][CH:15]=[C:14]([C:18]2[CH:23]=[CH:22][N:21]=[N:20][CH:19]=2)[C:13]=1[C:24]#[N:25])[C:5]([O:7][CH:31]1[CH2:30][C:29]([CH3:35])([CH3:34])[NH:28][C:27]([CH3:36])([CH3:26])[CH2:32]1)=[O:6]. The yield is 0.200. (2) The catalyst is C1COCC1. The product is [F:19][C:20]1[CH:21]=[C:22]([CH:23]([OH:24])[C:30]([F:32])([F:31])[F:29])[CH:25]=[CH:26][C:27]=1[F:28]. The reactants are [F-].C([N+](CCCC)(CCCC)CCCC)CCC.[F:19][C:20]1[CH:21]=[C:22]([CH:25]=[CH:26][C:27]=1[F:28])[CH:23]=[O:24].[F:29][C:30]([Si](C)(C)C)([F:32])[F:31].Cl. The yield is 0.900. (3) The reactants are [O:1]1[CH:5]=[CH:4][CH:3]=[C:2]1[C:6]1[CH:7]=[C:8]([CH:15]=[CH:16][CH:17]=1)[O:9][CH2:10][C:11](OC)=[O:12].[NH2:18][NH2:19]. The catalyst is CCO. The product is [O:1]1[CH:5]=[CH:4][CH:3]=[C:2]1[C:6]1[CH:7]=[C:8]([CH:15]=[CH:16][CH:17]=1)[O:9][CH2:10][C:11]([NH:18][NH2:19])=[O:12]. The yield is 0.840. (4) The reactants are [Br:1][C:2]1[CH:9]=[C:8]([Br:10])[CH:7]=[C:4]([CH:5]=O)[C:3]=1[OH:11].[C:12](OC(=O)C)(=[O:14])[CH3:13]. The catalyst is C(N(CC)CC)C. The product is [Br:10][C:8]1[CH:7]=[C:4]2[C:3](=[C:2]([Br:1])[CH:9]=1)[O:11][C:12](=[O:14])[CH:13]=[CH:5]2. The yield is 0.0900. (5) The reactants are [N:1]1([C:7]2[CH:12]=[CH:11][C:10]([NH:13][C:14]([C:16]3[CH:25]=[C:24]([O:26][CH2:27][O:28][CH2:29][CH2:30][Si:31]([CH3:34])([CH3:33])[CH3:32])[C:23]4[C:18](=[C:19](Br)[CH:20]=[C:21]([O:35][CH3:36])[CH:22]=4)[N:17]=3)=[O:15])=[CH:9][CH:8]=2)[CH2:6][CH2:5][O:4][CH2:3][CH2:2]1.N1(C2C=CC([NH-])=CC=2)CCOCC1.[CH3:51][N:52]1[CH2:58][CH2:57][CH2:56][NH:55][CH2:54][CH2:53]1.C1C=CC(P(C2C(C3C(P(C4C=CC=CC=4)C4C=CC=CC=4)=CC=C4C=3C=CC=C4)=C3C(C=CC=C3)=CC=2)C2C=CC=CC=2)=CC=1.C(=O)([O-])[O-].[Cs+].[Cs+]. The catalyst is C1(C)C=CC=CC=1. The product is [N:1]1([C:7]2[CH:12]=[CH:11][C:10]([NH:13][C:14]([C:16]3[CH:25]=[C:24]([O:26][CH2:27][O:28][CH2:29][CH2:30][Si:31]([CH3:34])([CH3:33])[CH3:32])[C:23]4[C:18](=[C:19]([N:55]5[CH2:56][CH2:57][CH2:58][N:52]([CH3:51])[CH2:53][CH2:54]5)[CH:20]=[C:21]([O:35][CH3:36])[CH:22]=4)[N:17]=3)=[O:15])=[CH:9][CH:8]=2)[CH2:6][CH2:5][O:4][CH2:3][CH2:2]1. The yield is 0.810. (6) The yield is 0.790. The product is [NH2:22][C:17]1[CH:18]=[CH:19][C:20]([OH:27])=[CH:21][C:16]=1[CH2:15][NH:14][CH:11]1[CH2:12][CH2:13][N:8]([CH2:1][C:2]2[CH:7]=[CH:6][CH:5]=[CH:4][CH:3]=2)[CH2:9][CH2:10]1. The reactants are [CH2:1]([N:8]1[CH2:13][CH2:12][CH:11]([NH:14][CH2:15][C:16]2[CH:21]=[CH:20][CH:19]=[CH:18][C:17]=2[N+:22]([O-])=O)[CH2:10][CH2:9]1)[C:2]1[CH:7]=[CH:6][CH:5]=[CH:4][CH:3]=1.C(O)(=[O:27])C. The catalyst is [Zn]. (7) The reactants are Cl.Cl.[CH3:3][C:4]1([CH3:20])[C:12]2[C:7](=[N:8][CH:9]=[CH:10][CH:11]=2)[N:6]([CH:13]2[CH2:18][CH2:17][NH:16][CH2:15][CH2:14]2)[C:5]1=[O:19].C(N(C(C)C)C(C)C)C.F[C:31]1[CH:36]=[CH:35][CH:34]=[CH:33][N:32]=1. No catalyst specified. The product is [CH3:3][C:4]1([CH3:20])[C:12]2[C:7](=[N:8][CH:9]=[CH:10][CH:11]=2)[N:6]([CH:13]2[CH2:18][CH2:17][N:16]([C:31]3[CH:36]=[CH:35][CH:34]=[CH:33][N:32]=3)[CH2:15][CH2:14]2)[C:5]1=[O:19]. The yield is 0.465. (8) The reactants are [Cl-].[CH2:2]([O:4][C:5](=[O:16])[C:6]1[CH:11]=[CH:10][C:9]([CH2:12][C:13]([OH:15])=O)=[CH:8][CH:7]=1)[CH3:3].CN(C)C=O.O[NH:23][C:24](=[NH:35])[CH2:25][O:26][C:27]1[CH:32]=[CH:31][C:30]([O:33][CH3:34])=[CH:29][CH:28]=1. The catalyst is C1C=CC=CC=1. The product is [CH2:2]([O:4][C:5](=[O:16])[C:6]1[CH:7]=[CH:8][C:9]([CH2:12][C:13]2[O:15][N:23]=[C:24]([CH2:25][O:26][C:27]3[CH:32]=[CH:31][C:30]([O:33][CH3:34])=[CH:29][CH:28]=3)[N:35]=2)=[CH:10][CH:11]=1)[CH3:3]. The yield is 0.310. (9) The reactants are [CH3:1][C:2]([O:5][C:6]([N:8]([CH3:14])[CH2:9][CH2:10][C:11]([OH:13])=O)=[O:7])([CH3:4])[CH3:3].Cl.[CH3:16][NH:17][O:18][CH3:19].C(Cl)CCl.C(N(CC)CC)(C)C. The catalyst is ClCCl.CCOC(C)=O. The product is [CH3:4][C:2]([O:5][C:6]([N:8]([CH3:14])[CH2:9][CH2:10][C:11]([N:17]([CH3:16])[O:18][CH3:19])=[O:13])=[O:7])([CH3:1])[CH3:3]. The yield is 0.590. (10) The reactants are Br[C:2]1[CH2:11][CH2:10][C:9]2[C:4](=[CH:5][CH:6]=[C:7]([Br:12])[CH:8]=2)[C:3]=1[CH:13]=O.[F:15][C:16]([F:27])([F:26])[O:17][C:18]1[CH:23]=[CH:22][C:21]([NH:24][NH2:25])=[CH:20][CH:19]=1. The catalyst is CC(O)=O. The product is [Br:12][C:7]1[CH:6]=[CH:5][C:4]2[C:3]3[CH:13]=[N:25][N:24]([C:21]4[CH:22]=[CH:23][C:18]([O:17][C:16]([F:15])([F:27])[F:26])=[CH:19][CH:20]=4)[C:2]=3[CH2:11][CH2:10][C:9]=2[CH:8]=1. The yield is 0.210.